From a dataset of Forward reaction prediction with 1.9M reactions from USPTO patents (1976-2016). Predict the product of the given reaction. (1) Given the reactants [PH2:1](=[O:3])[OH:2].C(N(CC)CC)C.C[Si](Cl)(C)C.[CH2:16]=[C:17]([CH2:28][CH2:29][C:30]([O:32][CH2:33][C:34]1[CH:39]=[CH:38][CH:37]=[CH:36][CH:35]=1)=[O:31])[C:18]([O:20][CH2:21][C:22]1[CH:27]=[CH:26][CH:25]=[CH:24][CH:23]=1)=[O:19], predict the reaction product. The product is: [CH2:21]([O:20][C:18]([CH:17]([CH2:28][CH2:29][C:30]([O:32][CH2:33][C:34]1[CH:35]=[CH:36][CH:37]=[CH:38][CH:39]=1)=[O:31])[CH2:16][PH:1](=[O:2])[OH:3])=[O:19])[C:22]1[CH:23]=[CH:24][CH:25]=[CH:26][CH:27]=1. (2) Given the reactants [CH:1]1([N:5]2[CH2:10][CH2:9][N:8]([C:11]([C:13]3[CH:14]=[C:15]4[C:19](=[CH:20][CH:21]=3)[NH:18][C:17]([C:22]([N:24]3[CH2:29][CH2:28][C:27]([F:31])([F:30])[CH2:26][CH2:25]3)=[O:23])=[CH:16]4)=[O:12])[CH2:7][CH2:6]2)[CH2:4][CH2:3][CH2:2]1.[CH3:32][O:33][C:34]1[N:39]=[CH:38][C:37](B(O)O)=[CH:36][N:35]=1.N1C=CC=CC=1, predict the reaction product. The product is: [CH:1]1([N:5]2[CH2:6][CH2:7][N:8]([C:11]([C:13]3[CH:14]=[C:15]4[C:19](=[CH:20][CH:21]=3)[N:18]([C:37]3[CH:36]=[N:35][C:34]([O:33][CH3:32])=[N:39][CH:38]=3)[C:17]([C:22]([N:24]3[CH2:25][CH2:26][C:27]([F:30])([F:31])[CH2:28][CH2:29]3)=[O:23])=[CH:16]4)=[O:12])[CH2:9][CH2:10]2)[CH2:2][CH2:3][CH2:4]1.